Dataset: Full USPTO retrosynthesis dataset with 1.9M reactions from patents (1976-2016). Task: Predict the reactants needed to synthesize the given product. The reactants are: N#N.C([O:5][C:6]([C:8]1[S:9][CH:10]=[C:11]([CH2:13][Cl:14])[N:12]=1)=O)C.CC(C[AlH]CC(C)C)C.[C@H](O)(C([O-])=O)[C@@H](O)C([O-])=O.[Na+].[K+]. Given the product [Cl:14][CH2:13][C:11]1[N:12]=[C:8]([CH2:6][OH:5])[S:9][CH:10]=1, predict the reactants needed to synthesize it.